This data is from Full USPTO retrosynthesis dataset with 1.9M reactions from patents (1976-2016). The task is: Predict the reactants needed to synthesize the given product. (1) Given the product [Br:8][C:9]1[CH:18]=[C:17]2[C:12]([C:13]([NH:27][CH2:26][C:25]([F:24])([CH3:29])[CH3:28])=[C:14]([N+:19]([O-:21])=[O:20])[CH:15]=[N:16]2)=[N:11][CH:10]=1, predict the reactants needed to synthesize it. The reactants are: C(N(CC)CC)C.[Br:8][C:9]1[CH:18]=[C:17]2[C:12]([C:13](Cl)=[C:14]([N+:19]([O-:21])=[O:20])[CH:15]=[N:16]2)=[N:11][CH:10]=1.Cl.[F:24][C:25]([CH3:29])([CH3:28])[CH2:26][NH2:27].O. (2) Given the product [F:16][C:6]1[CH:5]=[C:4]([C:17]2[CH:18]=[CH:19][C:20]([CH:23]([N:25]3[CH2:26][CH2:27][CH2:28][CH2:29]3)[CH3:24])=[CH:21][CH:22]=2)[CH:3]=[C:2]([F:1])[C:7]=1[C:8]1[CH:9]=[N:10][C:11]([OH:14])=[N:12][CH:13]=1, predict the reactants needed to synthesize it. The reactants are: [F:1][C:2]1[CH:3]=[C:4]([C:17]2[CH:22]=[CH:21][C:20]([CH:23]([N:25]3[CH2:29][CH2:28][CH2:27][CH2:26]3)[CH3:24])=[CH:19][CH:18]=2)[CH:5]=[C:6]([F:16])[C:7]=1[C:8]1[CH:9]=[N:10][C:11]([O:14]C)=[N:12][CH:13]=1.Br. (3) Given the product [CH:28]1([C:7]2[CH:6]=[C:5]3[C:10](=[CH:9][CH:8]=2)[N:1]=[CH:2][N:3]=[C:4]3[NH:22][C:21]2[CH:20]=[CH:19][C:18]([O:11][C:12]3[CH:13]=[CH:14][CH:15]=[CH:16][CH:17]=3)=[CH:24][CH:23]=2)[CH2:29][CH2:30][CH2:25]1, predict the reactants needed to synthesize it. The reactants are: [N:1]1[C:10]2[C:5](=[CH:6][CH:7]=[CH:8][CH:9]=2)[CH:4]=[N:3][CH:2]=1.[O:11]([C:18]1[CH:24]=[CH:23][C:21]([NH2:22])=[CH:20][CH:19]=1)[C:12]1[CH:17]=[CH:16][CH:15]=[CH:14][CH:13]=1.[C:25]1(O)[CH:30]=[CH:29][CH:28]=CC=1. (4) Given the product [NH2:8][C:5]1[CH:6]=[CH:7][C:2]([I:1])=[CH:3][C:4]=1[C:17]([C:11]1[CH:16]=[CH:15][CH:14]=[CH:13][CH:12]=1)=[O:33], predict the reactants needed to synthesize it. The reactants are: [I:1][C:2]1[CH:7]=[CH:6][C:5]([N+:8]([O-])=O)=[CH:4][CH:3]=1.[C:11]1([CH2:17]C#N)[CH:16]=[CH:15][CH:14]=[CH:13][CH:12]=1.N1C2C=CC=CC=2C=CC=N1.C([O:33]P(Cl)(=O)OCC)C.[H-].[Na+].[N+](CC(OCC)=O)#[C-]. (5) Given the product [ClH:2].[Cl:2][C:3]1[CH:4]=[CH:5][C:6]([CH:9]2[CH:11]([CH3:12])[CH:10]2[NH2:13])=[CH:7][CH:8]=1, predict the reactants needed to synthesize it. The reactants are: Cl.[Cl:2][C:3]1[CH:8]=[CH:7][C:6]([C@H:9]2[C@H:11]([CH3:12])[C@H:10]2[NH:13]C(=O)OC(C)(C)C)=[CH:5][CH:4]=1. (6) Given the product [F:19][C:18]1[C:14]2[N:15]=[CH:16][O:17][C:13]=2[CH:12]=[C:11]([NH:7][S:4]([CH:1]2[CH2:2][CH2:3]2)(=[O:5])=[O:6])[C:10]=1[NH:9][C:20]1[CH:25]=[CH:24][C:23]([I:26])=[CH:22][C:21]=1[F:27], predict the reactants needed to synthesize it. The reactants are: [CH:1]1([S:4]([N:7]2[C:11]3=[CH:12][C:13]4[O:17][CH:16]=[N:15][C:14]=4[C:18]([F:19])=[C:10]3[N:9]([C:20]3[CH:25]=[CH:24][C:23]([I:26])=[CH:22][C:21]=3[F:27])C2=O)(=[O:6])=[O:5])[CH2:3][CH2:2]1.C[Si](C)(C)[O-].[K+].